From a dataset of Catalyst prediction with 721,799 reactions and 888 catalyst types from USPTO. Predict which catalyst facilitates the given reaction. (1) Reactant: Br[C:2]1[CH:7]=[CH:6][C:5]([C:8]([F:11])([F:10])[F:9])=[C:4]([F:12])[CH:3]=1.B1(B2OC(C)(C)C(C)(C)O2)OC(C)(C)C(C)(C)O1.C([O-])(=O)C.[K+].Br[C:37]1[CH:38]=[C:39]2[C:44](=[CH:45][CH:46]=1)[NH:43][C:42](=[O:47])[CH:41]([OH:48])[CH2:40]2.C([O-])([O-])=O.[Na+].[Na+]. Product: [F:12][C:4]1[CH:3]=[C:2]([C:37]2[CH:38]=[C:39]3[C:44](=[CH:45][CH:46]=2)[NH:43][C:42](=[O:47])[CH:41]([OH:48])[CH2:40]3)[CH:7]=[CH:6][C:5]=1[C:8]([F:11])([F:10])[F:9]. The catalyst class is: 384. (2) Reactant: FC(F)(F)C(O)=O.ClCCl.COC1C=CC(C([O:32][CH2:33][C@H:34]2[S:38][C@@H:37]([N:39]3[CH:46]=[CH:45][C:43](=[O:44])[NH:42][C:40]3=[O:41])[CH2:36][C@@H:35]2[O:47][C:48](=[O:50])[CH3:49])(C2C=CC=CC=2)C2C=CC(OC)=CC=2)=CC=1. Product: [C:48]([O:47][C@@H:35]1[C@@H:34]([CH2:33][OH:32])[S:38][C@@H:37]([N:39]2[CH:46]=[CH:45][C:43](=[O:44])[NH:42][C:40]2=[O:41])[CH2:36]1)(=[O:50])[CH3:49]. The catalyst class is: 13. (3) Reactant: Cl.[CH3:2][C:3]1([OH:8])[CH2:7][CH2:6][NH:5][CH2:4]1.C(=O)([O-])[O-].[K+].[K+].Br[CH2:16][CH2:17][C:18]1[CH:23]=[CH:22][CH:21]=[CH:20][CH:19]=1. Product: [CH3:2][C:3]1([OH:8])[CH2:7][CH2:6][N:5]([CH:17]([C:18]2[CH:23]=[CH:22][CH:21]=[CH:20][CH:19]=2)[CH3:16])[CH2:4]1. The catalyst class is: 10. (4) Reactant: [CH3:1][O:2][C:3]([C:5]1[C:10]([CH:11]=C)=[C:9]([NH2:13])[N:8]=[C:7]([C:14]2[CH:19]=[CH:18][C:17]([Cl:20])=[C:16]([O:21][CH3:22])[C:15]=2[F:23])[N:6]=1)=[O:4].I([O-])(=O)(=O)=[O:25].[Na+]. Product: [CH3:1][O:2][C:3]([C:5]1[C:10]([CH:11]=[O:25])=[C:9]([NH2:13])[N:8]=[C:7]([C:14]2[CH:19]=[CH:18][C:17]([Cl:20])=[C:16]([O:21][CH3:22])[C:15]=2[F:23])[N:6]=1)=[O:4]. The catalyst class is: 822.